The task is: Predict the product of the given reaction.. This data is from Forward reaction prediction with 1.9M reactions from USPTO patents (1976-2016). (1) Given the reactants [S:1]1[C:5]([C:6]2[CH:11]=[CH:10][N:9]=[C:8](S(C)(=O)=O)[N:7]=2)=[CH:4][C:3]2[CH:16]=[CH:17][CH:18]=[CH:19][C:2]1=2.[NH2:20][CH2:21][CH2:22][N:23]1[CH2:27][CH2:26][NH:25][C:24]1=[O:28].C(N(CC)CC)C, predict the reaction product. The product is: [S:1]1[C:5]([C:6]2[CH:11]=[CH:10][N:9]=[C:8]([NH:20][CH2:21][CH2:22][N:23]3[CH2:27][CH2:26][NH:25][C:24]3=[O:28])[N:7]=2)=[CH:4][C:3]2[CH:16]=[CH:17][CH:18]=[CH:19][C:2]1=2. (2) Given the reactants [CH3:1][C:2]([C:4]1[CH:9]=[CH:8][C:7](F)=[CH:6][C:5]=1[F:11])=[O:3].[NH:12]1[CH:16]=[N:15][CH:14]=[N:13]1.C(=O)([O-])[O-].[K+].[K+].O, predict the reaction product. The product is: [F:11][C:5]1[CH:6]=[C:7]([N:12]2[CH:16]=[N:15][CH:14]=[N:13]2)[CH:8]=[CH:9][C:4]=1[C:2](=[O:3])[CH3:1].